Dataset: Reaction yield outcomes from USPTO patents with 853,638 reactions. Task: Predict the reaction yield, written as a fraction of the theoretical maximum amount of product (1.0 means a 100% yield; for example, 0.34 means a 34% yield). (1) The reactants are [OH:1][C:2]1[CH:9]=[C:8]([O:10][CH3:11])[CH:7]=[CH:6][C:3]=1[CH:4]=O.Cl.C(N)CC.C([O:19][C:20](=O)[CH2:21][N+:22]([O-:24])=[O:23])C.O. The catalyst is C1(C)C=CC=CC=1.C(OCC)(=O)C. The product is [N+:22]([C:21]1[C:20](=[O:19])[O:1][C:2]2[C:3]([CH:4]=1)=[CH:6][CH:7]=[C:8]([O:10][CH3:11])[CH:9]=2)([O-:24])=[O:23]. The yield is 0.330. (2) The reactants are C[Si](Br)(C)C.C(OC([N:13]1[CH2:18][CH2:17][N:16]([C:19]2[C:28]([O:29][CH3:30])=[C:27]3[C:22]([C:23](=[O:57])[C:24]([C:34]([O:36][CH2:37][CH2:38][CH2:39][CH:40]([P:49]([O:54]CC)([O:51]CC)=[O:50])[P:41]([O:46]CC)([O:43]CC)=[O:42])=[O:35])=[CH:25][N:26]3[CH:31]3[CH2:33][CH2:32]3)=[CH:21][C:20]=2[F:58])[CH2:15][CH:14]1[CH3:59])=O)(C)(C)C. The catalyst is C(Cl)Cl. The product is [CH3:59][CH:14]1[NH:13][CH2:18][CH2:17][N:16]([C:19]2[C:28]([O:29][CH3:30])=[C:27]3[C:22]([C:23](=[O:57])[C:24]([C:34]([O:36][CH2:37][CH2:38][CH2:39][CH:40]([P:49]([OH:51])([OH:54])=[O:50])[P:41]([OH:43])([OH:46])=[O:42])=[O:35])=[CH:25][N:26]3[CH:31]3[CH2:33][CH2:32]3)=[CH:21][C:20]=2[F:58])[CH2:15]1. The yield is 0.230. (3) The reactants are [CH2:1]([O:8][C:9]1[C:10]([CH3:26])=[C:11]([CH:15]([C:17]2[C:25]3[C:20](=[N:21][CH:22]=[CH:23][CH:24]=3)[NH:19][CH:18]=2)[OH:16])[CH:12]=[CH:13][CH:14]=1)[C:2]1[CH:7]=[CH:6][CH:5]=[CH:4][CH:3]=1.CC(OI1(OC(C)=O)(OC(C)=O)OC(=O)C2C=CC=CC1=2)=O. The catalyst is O1CCCC1. The product is [CH2:1]([O:8][C:9]1[C:10]([CH3:26])=[C:11]([C:15]([C:17]2[C:25]3[C:20](=[N:21][CH:22]=[CH:23][CH:24]=3)[NH:19][CH:18]=2)=[O:16])[CH:12]=[CH:13][CH:14]=1)[C:2]1[CH:7]=[CH:6][CH:5]=[CH:4][CH:3]=1. The yield is 0.900. (4) The reactants are C(O[C:4]([C:6]1[C:14]2[CH2:13][CH2:12][N:11]([C:15]3[CH:20]=[CH:19][C:18]([N:21]4[CH2:26][CH2:25][CH2:24][CH2:23][C:22]4=[O:27])=[CH:17][CH:16]=3)[C:10](=[O:28])[C:9]=2[N:8]([C:29]2[CH:34]=[CH:33][C:32]([O:35][CH3:36])=[CH:31][CH:30]=2)[N:7]=1)=O)C.[Li+].[BH4-].C(Cl)Cl.P(Br)(Br)Br. The catalyst is C1COCC1.CC(O)=O.[Zn]. The product is [CH3:36][O:35][C:32]1[CH:31]=[CH:30][C:29]([N:8]2[C:9]3[C:10](=[O:28])[N:11]([C:15]4[CH:20]=[CH:19][C:18]([N:21]5[CH2:26][CH2:25][CH2:24][CH2:23][C:22]5=[O:27])=[CH:17][CH:16]=4)[CH2:12][CH2:13][C:14]=3[C:6]([CH3:4])=[N:7]2)=[CH:34][CH:33]=1. The yield is 0.580. (5) The reactants are Br[C:2]1[CH:11]=[CH:10][C:5]([C:6]([O:8][CH3:9])=[O:7])=[CH:4][C:3]=1[CH2:12][O:13][CH3:14].COC[C:18]1[CH:23]=[C:22](C(O)=O)[CH:21]=[CH:20][C:19]=1[C:27]1C=CC=C[C:28]=1C.C(C1C=CC=CC=1B(O)O)C.C(=O)([O-])[O-].[K+].[K+]. The catalyst is C1(C)C=CC=CC=1.C1C=CC([P]([Pd]([P](C2C=CC=CC=2)(C2C=CC=CC=2)C2C=CC=CC=2)([P](C2C=CC=CC=2)(C2C=CC=CC=2)C2C=CC=CC=2)[P](C2C=CC=CC=2)(C2C=CC=CC=2)C2C=CC=CC=2)(C2C=CC=CC=2)C2C=CC=CC=2)=CC=1.O. The product is [CH2:27]([C:19]1[CH:20]=[CH:21][CH:22]=[CH:23][C:18]=1[C:2]1[CH:11]=[CH:10][C:5]([C:6]([O:8][CH3:9])=[O:7])=[CH:4][C:3]=1[CH2:12][O:13][CH3:14])[CH3:28]. The yield is 0.830.